Dataset: Forward reaction prediction with 1.9M reactions from USPTO patents (1976-2016). Task: Predict the product of the given reaction. (1) Given the reactants [NH2:1][C:2]1[CH:3]=[CH:4][C:5](Br)=[C:6]2[C:10]=1[C:9](=[O:11])[NH:8][CH2:7]2.C([Sn](CCCC)(CCCC)[C:18]1[O:19][CH:20]=[CH:21][CH:22]=1)CCC, predict the reaction product. The product is: [NH2:1][C:2]1[CH:3]=[CH:4][C:5]([C:18]2[O:19][CH:20]=[CH:21][CH:22]=2)=[C:6]2[C:10]=1[C:9](=[O:11])[NH:8][CH2:7]2. (2) Given the reactants C([O:3][C:4]([C@@H:6]1[CH2:10][CH2:9][N:8]([C:11]([O:13][C:14]([CH3:17])([CH3:16])[CH3:15])=[O:12])[C@H:7]1[C:18]1[CH:23]=[CH:22][CH:21]=[CH:20][CH:19]=1)=[O:5])C.[OH-].[Na+], predict the reaction product. The product is: [C:14]([O:13][C:11]([N:8]1[CH2:9][CH2:10][C@@H:6]([C:4]([OH:5])=[O:3])[C@@H:7]1[C:18]1[CH:23]=[CH:22][CH:21]=[CH:20][CH:19]=1)=[O:12])([CH3:17])([CH3:15])[CH3:16]. (3) Given the reactants [O:1]=[C:2]1[CH2:6][CH2:5][CH2:4][N:3]1[C:7]1[C:15]2[N:14]=[N:13][NH:12][C:11]=2[CH:10]=[C:9]([C:16]([O:18][CH3:19])=[O:17])[CH:8]=1.[H-].[Na+].[CH2:22](I)[CH3:23], predict the reaction product. The product is: [CH2:22]([N:12]1[C:11]2[CH:10]=[C:9]([C:16]([O:18][CH3:19])=[O:17])[CH:8]=[C:7]([N:3]3[CH2:4][CH2:5][CH2:6][C:2]3=[O:1])[C:15]=2[N:14]=[N:13]1)[CH3:23]. (4) Given the reactants [C:1]1([CH2:7][C:8]#[N:9])[CH:6]=[CH:5][CH:4]=[CH:3][CH:2]=1.Cl[C:11]1[CH:18]=[CH:17][CH:16]=[CH:15][C:12]=1[C:13]#[N:14].CC(C)([O-])C.[K+].Br[CH2:26][C:27]([O:29][C:30]([CH3:33])([CH3:32])[CH3:31])=[O:28].Cl, predict the reaction product. The product is: [NH2:14][C:13]1[C:12]2[C:11](=[CH:18][CH:17]=[CH:16][CH:15]=2)[C:7]([C:8]#[N:9])([C:1]2[CH:6]=[CH:5][CH:4]=[CH:3][CH:2]=2)[C:26]=1[C:27]([O:29][C:30]([CH3:33])([CH3:32])[CH3:31])=[O:28].